Regression. Given two drug SMILES strings and cell line genomic features, predict the synergy score measuring deviation from expected non-interaction effect. From a dataset of NCI-60 drug combinations with 297,098 pairs across 59 cell lines. (1) Drug 1: C1CC(=O)NC(=O)C1N2CC3=C(C2=O)C=CC=C3N. Drug 2: CC(C)NC(=O)C1=CC=C(C=C1)CNNC.Cl. Cell line: HOP-62. Synergy scores: CSS=1.31, Synergy_ZIP=-0.345, Synergy_Bliss=-1.35, Synergy_Loewe=-2.46, Synergy_HSA=-3.93. (2) Drug 1: CC1CCC2CC(C(=CC=CC=CC(CC(C(=O)C(C(C(=CC(C(=O)CC(OC(=O)C3CCCCN3C(=O)C(=O)C1(O2)O)C(C)CC4CCC(C(C4)OC)O)C)C)O)OC)C)C)C)OC. Drug 2: C1CCC(C(C1)N)N.C(=O)(C(=O)[O-])[O-].[Pt+4]. Cell line: OVCAR-8. Synergy scores: CSS=26.0, Synergy_ZIP=-11.7, Synergy_Bliss=-0.891, Synergy_Loewe=-2.46, Synergy_HSA=1.23. (3) Drug 1: CC1=C(C=C(C=C1)NC2=NC=CC(=N2)N(C)C3=CC4=NN(C(=C4C=C3)C)C)S(=O)(=O)N.Cl. Drug 2: COC1=NC(=NC2=C1N=CN2C3C(C(C(O3)CO)O)O)N. Cell line: SR. Synergy scores: CSS=7.61, Synergy_ZIP=-1.98, Synergy_Bliss=0.871, Synergy_Loewe=-0.932, Synergy_HSA=0.581.